From a dataset of Forward reaction prediction with 1.9M reactions from USPTO patents (1976-2016). Predict the product of the given reaction. (1) The product is: [OH:12][CH2:16][CH2:15][O:14][C:13]1[CH:3]=[C:4]([CH:7]=[C:8]([O:10][CH3:11])[CH:9]=1)[CH:5]=[O:6]. Given the reactants OC1[CH:3]=[C:4]([CH:7]=[C:8]([O:10][CH3:11])[CH:9]=1)[CH:5]=[O:6].[O:12]1[CH2:16][CH2:15][O:14][C:13]1=O.C(=O)([O-])[O-].[K+].[K+], predict the reaction product. (2) The product is: [C:40]([O:39][C:37]([NH:36][C@H:23]1[C@H:24]([O:28][Si:29]([C:32]([CH3:35])([CH3:34])[CH3:33])([CH3:31])[CH3:30])[C@@H:25]([CH3:27])[CH2:26][N:21]([C:20]2[CH:19]=[CH:18][N:17]=[CH:16][C:15]=2[NH:14][C:12]([C:8]2[C:7]([NH:44][C:45](=[O:54])[O:46][CH2:47][C:48]3[CH:49]=[CH:50][CH:51]=[CH:52][CH:53]=3)=[CH:6][C:5]3[C:10](=[CH:11][C:2]([C:73]4[CH2:72][CH2:71][N:70]([CH3:69])[CH2:75][CH:74]=4)=[CH:3][CH:4]=3)[N:9]=2)=[O:13])[CH2:22]1)=[O:38])([CH3:41])([CH3:42])[CH3:43]. Given the reactants Br[C:2]1[CH:11]=[C:10]2[C:5]([CH:6]=[C:7]([NH:44][C:45](=[O:54])[O:46][CH2:47][C:48]3[CH:53]=[CH:52][CH:51]=[CH:50][CH:49]=3)[C:8]([C:12]([NH:14][C:15]3[CH:16]=[N:17][CH:18]=[CH:19][C:20]=3[N:21]3[CH2:26][C@H:25]([CH3:27])[C@@H:24]([O:28][Si:29]([C:32]([CH3:35])([CH3:34])[CH3:33])([CH3:31])[CH3:30])[C@H:23]([NH:36][C:37]([O:39][C:40]([CH3:43])([CH3:42])[CH3:41])=[O:38])[CH2:22]3)=[O:13])=[N:9]2)=[CH:4][CH:3]=1.[O-]P([O-])([O-])=O.[K+].[K+].[K+].O1CCOCC1.[CH3:69][N:70]1[CH2:75][CH:74]=[C:73](B2OC(C)(C)C(C)(C)O2)[CH2:72][CH2:71]1, predict the reaction product.